From a dataset of NCI-60 drug combinations with 297,098 pairs across 59 cell lines. Regression. Given two drug SMILES strings and cell line genomic features, predict the synergy score measuring deviation from expected non-interaction effect. Drug 1: CC1=C(C=C(C=C1)C(=O)NC2=CC(=CC(=C2)C(F)(F)F)N3C=C(N=C3)C)NC4=NC=CC(=N4)C5=CN=CC=C5. Drug 2: CS(=O)(=O)OCCCCOS(=O)(=O)C. Cell line: RXF 393. Synergy scores: CSS=0.578, Synergy_ZIP=-0.118, Synergy_Bliss=-1.00, Synergy_Loewe=-0.662, Synergy_HSA=-1.57.